Task: Predict which catalyst facilitates the given reaction.. Dataset: Catalyst prediction with 721,799 reactions and 888 catalyst types from USPTO Reactant: CO[C:3]([C:5]1[N:6]([CH2:31][CH:32]=O)[CH:7]=[C:8]([C:20](=[O:30])[NH:21][CH2:22][C:23]2[CH:28]=[CH:27][C:26]([F:29])=[CH:25][CH:24]=2)[C:9](=[O:19])[C:10]=1[O:11]CC1C=CC=CC=1)=[O:4].Cl.Cl.[NH2:36][C@@H:37]([CH3:45])[CH2:38][CH2:39][NH:40][CH2:41][CH2:42][O:43][CH3:44]. Product: [F:29][C:26]1[CH:25]=[CH:24][C:23]([CH2:22][NH:21][C:20]([C:8]2[C:9](=[O:19])[C:10]([OH:11])=[C:5]3[C:3](=[O:4])[N:36]4[C@@H:37]([CH3:45])[CH2:38][CH2:39][N:40]([CH2:41][CH2:42][O:43][CH3:44])[C@@H:32]4[CH2:31][N:6]3[CH:7]=2)=[O:30])=[CH:28][CH:27]=1. The catalyst class is: 138.